Dataset: Forward reaction prediction with 1.9M reactions from USPTO patents (1976-2016). Task: Predict the product of the given reaction. (1) The product is: [N:1]1[CH:2]=[CH:3][C:4]([C:7]2[S:8][CH:9]=[C:10]([NH:12][C:13](=[O:33])[NH:14][C:15]3[N:20]=[C:19]([CH2:21][N:22]4[CH2:23][CH2:24][CH:25]([C:28]([OH:30])=[O:29])[CH2:26][CH2:27]4)[CH:18]=[CH:17][CH:16]=3)[N:11]=2)=[CH:5][CH:6]=1. Given the reactants [N:1]1[CH:6]=[CH:5][C:4]([C:7]2[S:8][CH:9]=[C:10]([NH:12][C:13](=[O:33])[NH:14][C:15]3[N:20]=[C:19]([CH2:21][N:22]4[CH2:27][CH2:26][CH:25]([C:28]([O:30]CC)=[O:29])[CH2:24][CH2:23]4)[CH:18]=[CH:17][CH:16]=3)[N:11]=2)=[CH:3][CH:2]=1, predict the reaction product. (2) Given the reactants O[CH2:2][C:3]1[CH:7]=[C:6]([C:8]2[C:9]([N:14]([C:22]([O:24][C:25]([CH3:28])([CH3:27])[CH3:26])=[O:23])[C:15]([O:17][C:18]([CH3:21])([CH3:20])[CH3:19])=[O:16])=[N:10][CH:11]=[CH:12][CH:13]=2)[O:5][N:4]=1.C(N(CC)CC)C.COCCOC.P(Br)(Br)[Br:43], predict the reaction product. The product is: [Br:43][CH2:2][C:3]1[CH:7]=[C:6]([C:8]2[C:9]([N:14]([C:22]([O:24][C:25]([CH3:28])([CH3:27])[CH3:26])=[O:23])[C:15]([O:17][C:18]([CH3:21])([CH3:20])[CH3:19])=[O:16])=[N:10][CH:11]=[CH:12][CH:13]=2)[O:5][N:4]=1. (3) Given the reactants [Br:1][C:2]1[CH:7]=[C:6]([OH:8])[C:5]([OH:9])=[C:4]([F:10])[CH:3]=1.[C:11](Cl)(Cl)=[S:12].[OH-].[Na+], predict the reaction product. The product is: [Br:1][C:2]1[CH:3]=[C:4]([F:10])[C:5]2[O:9][C:11](=[S:12])[O:8][C:6]=2[CH:7]=1. (4) Given the reactants [F:1][C:2]1[CH:7]=[CH:6][C:5](/[C:8](/[C:25]2[CH:30]=[CH:29][C:28](I)=[CH:27][CH:26]=2)=[CH:9]/[CH2:10][O:11][C:12]2[CH:23]=[CH:22][C:15]([O:16][CH2:17][C:18]([O:20][CH3:21])=[O:19])=[C:14]([CH3:24])[CH:13]=2)=[CH:4][CH:3]=1.C(N(CC)CC)C.[C:39]([C:41]1[CH:46]=[CH:45][CH:44]=[CH:43][N:42]=1)#[CH:40], predict the reaction product. The product is: [F:1][C:2]1[CH:7]=[CH:6][C:5](/[C:8](/[C:25]2[CH:30]=[CH:29][C:28]([C:40]#[C:39][C:41]3[CH:46]=[CH:45][CH:44]=[CH:43][N:42]=3)=[CH:27][CH:26]=2)=[CH:9]/[CH2:10][O:11][C:12]2[CH:23]=[CH:22][C:15]([O:16][CH2:17][C:18]([O:20][CH3:21])=[O:19])=[C:14]([CH3:24])[CH:13]=2)=[CH:4][CH:3]=1. (5) Given the reactants [N:1]1[CH:6]=[C:5]([C:7]2[CH:18]=[CH:17][C:10]([CH2:11]OS(C)(=O)=O)=[CH:9][CH:8]=2)[CH:4]=[N:3][CH:2]=1.[F:19][C:20]1[C:25]([F:26])=[CH:24][CH:23]=[CH:22][C:21]=1[C:27]1[N:35]=[C:30]2[CH:31]=[N:32][NH:33][CH:34]=[C:29]2[N:28]=1, predict the reaction product. The product is: [F:19][C:20]1[C:25]([F:26])=[CH:24][CH:23]=[CH:22][C:21]=1[C:27]1[N:35]=[C:30]2[CH:31]=[N:32][N:33]([CH2:11][C:10]3[CH:17]=[CH:18][C:7]([C:5]4[CH:6]=[N:1][CH:2]=[N:3][CH:4]=4)=[CH:8][CH:9]=3)[CH:34]=[C:29]2[N:28]=1. (6) Given the reactants [N:1]1([CH2:7][C:8]2[CH:9]=[C:10]([C@@H:14]3[NH:18][CH:17]([C:19]([OH:21])=[O:20])[CH2:16][S:15]3)[CH:11]=[CH:12][CH:13]=2)[CH2:6][CH2:5][O:4][CH2:3][CH2:2]1.C(N(CC)CC)C.O=C1CCC(=O)N1[O:36][C:37](=O)[O:38][CH2:39][C:40]1[CH:45]=[CH:44][CH:43]=[CH:42][CH:41]=1, predict the reaction product. The product is: [CH2:39]([O:38][C:37]([N:18]1[CH:17]([C:19]([OH:21])=[O:20])[CH2:16][S:15][C@@H:14]1[C:10]1[CH:11]=[CH:12][CH:13]=[C:8]([CH2:7][N:1]2[CH2:6][CH2:5][O:4][CH2:3][CH2:2]2)[CH:9]=1)=[O:36])[C:40]1[CH:45]=[CH:44][CH:43]=[CH:42][CH:41]=1. (7) The product is: [Cl:21][C:17]1[CH:16]=[C:15]([C:12]2[CH:13]=[CH:14][C:9]([CH2:8][C@@H:7]([NH:22][C:31]([CH:26]3[CH2:27][CH2:28][CH2:29][CH2:30][O:25]3)=[O:32])[CH2:6][C@@H:5]([OH:23])[C:4]([OH:3])=[O:24])=[CH:10][CH:11]=2)[CH:20]=[CH:19][CH:18]=1. Given the reactants C([O:3][C:4](=[O:24])[C@H:5]([OH:23])[CH2:6][C@H:7]([NH2:22])[CH2:8][C:9]1[CH:14]=[CH:13][C:12]([C:15]2[CH:20]=[CH:19][CH:18]=[C:17]([Cl:21])[CH:16]=2)=[CH:11][CH:10]=1)C.[O:25]1[CH2:30][CH2:29][CH2:28][CH2:27][CH:26]1[C:31](O)=[O:32].CN(C(ON1N=NC2C=CC=NC1=2)=[N+](C)C)C.F[P-](F)(F)(F)(F)F.CCN(C(C)C)C(C)C.[Li+].[OH-], predict the reaction product.